The task is: Predict which catalyst facilitates the given reaction.. This data is from Catalyst prediction with 721,799 reactions and 888 catalyst types from USPTO. (1) Reactant: [CH3:1][O:2][C:3]([C:5]1[O:9][N:8]=[C:7]([OH:10])[CH:6]=1)=[O:4].[N:11]1([CH2:17][CH2:18][CH2:19]O)[CH2:16][CH2:15][CH2:14][CH2:13][CH2:12]1.C1C=CC(P(C2C=CC=CC=2)C2C=CC=CC=2)=CC=1.N(C(OC(C)(C)C)=O)=NC(OC(C)(C)C)=O. Product: [CH3:1][O:2][C:3]([C:5]1[O:9][N:8]=[C:7]([O:10][CH2:19][CH2:18][CH2:17][N:11]2[CH2:16][CH2:15][CH2:14][CH2:13][CH2:12]2)[CH:6]=1)=[O:4]. The catalyst class is: 2. (2) Reactant: [NH2:1][CH:2]([CH2:11][C:12]1[CH:17]=[CH:16][C:15]([C:18]([F:21])([F:20])[F:19])=[CH:14][CH:13]=1)[CH:3]([C:5]1[CH:10]=[CH:9][CH:8]=[CH:7][CH:6]=1)[OH:4].[F:22][C:23]1[C:32]2[C:27](=[CH:28][CH:29]=[CH:30][CH:31]=2)[C:26]([C:33](O)=[O:34])=[CH:25][CH:24]=1.Cl.C(N=C=NCCCN(C)C)C.ON1C2C=CC=CC=2N=N1. Product: [F:22][C:23]1[C:32]2[C:27](=[CH:28][CH:29]=[CH:30][CH:31]=2)[C:26]([C:33]([NH:1][CH:2]([CH2:11][C:12]2[CH:13]=[CH:14][C:15]([C:18]([F:19])([F:20])[F:21])=[CH:16][CH:17]=2)[CH:3]([OH:4])[C:5]2[CH:6]=[CH:7][CH:8]=[CH:9][CH:10]=2)=[O:34])=[CH:25][CH:24]=1. The catalyst class is: 47. (3) Reactant: [CH2:1]([O:3][C:4]([N:6]1[C:15]2[C:10](=[N:11][C:12]([O:16][CH3:17])=[CH:13][CH:14]=2)[C@@H:9]([NH:18][C:19]2[N:24]=[C:23](OC)[C:22](C(OCC)=O)=[C:21]([CH2:32][C:33]3[CH:38]=[C:37]([C:39]([F:42])([F:41])[F:40])[CH:36]=[C:35]([C:43]([F:46])([F:45])[F:44])[CH:34]=3)[N:20]=2)[CH2:8][C@H:7]1[CH2:47][CH3:48])=[O:5])[CH3:2].[OH-].[Na+].C(O)(=O)C[C:53](CC(O)=O)([C:55]([OH:57])=[O:56])[OH:54]. Product: [CH2:1]([O:3][C:4]([N:6]1[C:15]2[C:10](=[N:11][C:12]([O:16][CH3:17])=[CH:13][CH:14]=2)[C@@H:9]([NH:18][C:19]2[N:20]=[C:21]([CH2:32][C:33]3[CH:38]=[C:37]([C:39]([F:40])([F:41])[F:42])[CH:36]=[C:35]([C:43]([F:45])([F:46])[F:44])[CH:34]=3)[C:22]([O:54][CH2:53][C:55]([OH:57])=[O:56])=[CH:23][N:24]=2)[CH2:8][C@H:7]1[CH2:47][CH3:48])=[O:5])[CH3:2]. The catalyst class is: 5.